From a dataset of Forward reaction prediction with 1.9M reactions from USPTO patents (1976-2016). Predict the product of the given reaction. (1) Given the reactants [CH:1]1([Mg]Br)[CH2:3][CH2:2]1.[Cl:6][C:7]1[CH:8]=[CH:9][C:10]([CH:28]=[O:29])=[C:11]2[C:15]=1[N:14]=[C:13]1[N:16]([C:20]3[CH:25]=[CH:24][C:23]([Cl:26])=[CH:22][C:21]=3[Cl:27])[CH2:17][CH2:18][CH2:19][N:12]21, predict the reaction product. The product is: [Cl:6][C:7]1[C:15]2[N:14]=[C:13]3[N:16]([C:20]4[CH:25]=[CH:24][C:23]([Cl:26])=[CH:22][C:21]=4[Cl:27])[CH2:17][CH2:18][CH2:19][N:12]3[C:11]=2[C:10]([CH:28]([CH:1]2[CH2:3][CH2:2]2)[OH:29])=[CH:9][CH:8]=1. (2) The product is: [Br:1][C:2]1[CH:10]=[CH:9][CH:8]=[C:7]([O:11][CH3:12])[C:3]=1[C:4]([O:6][CH3:13])=[O:5]. Given the reactants [Br:1][C:2]1[CH:10]=[CH:9][CH:8]=[C:7]([O:11][CH3:12])[C:3]=1[C:4]([OH:6])=[O:5].[C:13]([O-])([O-])=O.[K+].[K+].CI, predict the reaction product. (3) Given the reactants [F:1][C:2]1(F)[C:11]2[C:6](=[CH:7][CH:8]=[CH:9][CH:10]=2)[CH:5]=[CH:4][C:3]1(F)[F:12].[OH-].[NH4+], predict the reaction product. The product is: [F:1][C:2]1[C:11]2[C:6](=[CH:7][CH:8]=[CH:9][CH:10]=2)[CH:5]=[CH:4][C:3]=1[F:12]. (4) Given the reactants C(OC([N:8]1[CH2:13][CH2:12][CH:11]([O:14][C:15]2[CH:20]=[CH:19][C:18]([Cl:21])=[CH:17][C:16]=2[C:22](=[O:34])[NH:23][C:24]2[CH:29]=[CH:28][C:27]([N+:30]([O-:32])=[O:31])=[CH:26][C:25]=2[Cl:33])[CH2:10][CH2:9]1)=O)(C)(C)C.C(O)(C(F)(F)F)=O, predict the reaction product. The product is: [Cl:21][C:18]1[CH:19]=[CH:20][C:15]([O:14][CH:11]2[CH2:10][CH2:9][NH:8][CH2:13][CH2:12]2)=[C:16]([CH:17]=1)[C:22]([NH:23][C:24]1[CH:29]=[CH:28][C:27]([N+:30]([O-:32])=[O:31])=[CH:26][C:25]=1[Cl:33])=[O:34]. (5) Given the reactants [C:1]([O:7][CH2:8][CH3:9])(=[O:6])[C:2]#[C:3][CH2:4][CH3:5].I[C:11]1[CH:16]=[CH:15][CH:14]=[C:13]([O:17][CH2:18][O:19][CH3:20])[CH:12]=1.[C:21]1(B(O)O)[CH:26]=[CH:25][CH:24]=[CH:23][CH:22]=1.C([O-])([O-])=O.[K+].[K+], predict the reaction product. The product is: [CH3:20][O:19][CH2:18][O:17][C:13]1[CH:12]=[C:11](/[C:2](=[C:3](\[C:21]2[CH:26]=[CH:25][CH:24]=[CH:23][CH:22]=2)/[CH2:4][CH3:5])/[C:1]([O:7][CH2:8][CH3:9])=[O:6])[CH:16]=[CH:15][CH:14]=1. (6) Given the reactants [S:1]1[C:5]2[C:6](=[O:9])[NH:7][CH2:8][C:4]=2[CH:3]=[CH:2]1.C(Cl)Cl.[Br:13]Br, predict the reaction product. The product is: [Br:13][C:2]1[S:1][C:5]2[C:6](=[O:9])[NH:7][CH2:8][C:4]=2[CH:3]=1. (7) Given the reactants [CH:1]([C:3]1[CH:13]=[C:12]([CH3:14])[C:6]([O:7][CH2:8][C:9]([OH:11])=[O:10])=[C:5]([CH3:15])[CH:4]=1)=O.[NH2:16][C:17]1[CH:25]=[C:24]([O:26][CH3:27])[CH:23]=[C:22]([O:28][CH3:29])[C:18]=1[C:19]([NH2:21])=[O:20].S([O-])(O)=O.[Na+].O.C1(C)C=CC(S(O)(=O)=O)=CC=1, predict the reaction product. The product is: [CH3:29][O:28][C:22]1[CH:23]=[C:24]([O:26][CH3:27])[CH:25]=[C:17]2[C:18]=1[C:19](=[O:20])[NH:21][C:1]([C:3]1[CH:13]=[C:12]([CH3:14])[C:6]([O:7][CH2:8][C:9]([OH:11])=[O:10])=[C:5]([CH3:15])[CH:4]=1)=[N:16]2. (8) Given the reactants I[C:2]1[C:3]([C:18]([F:21])([F:20])[F:19])=[N:4][N:5]([CH2:7][C:8]2[CH:13]=[CH:12][C:11]([N+:14]([O-:16])=[O:15])=[C:10]([CH3:17])[CH:9]=2)[CH:6]=1.[F:22][C:23]([F:32])([F:31])[C:24](F)(F)[C:25]([F:28])([F:27])I.CN(C=O)C, predict the reaction product. The product is: [CH3:17][C:10]1[CH:9]=[C:8]([CH:13]=[CH:12][C:11]=1[N+:14]([O-:16])=[O:15])[CH2:7][N:5]1[CH:6]=[C:2]([C:25]([F:28])([F:27])[CH2:24][C:23]([F:32])([F:31])[F:22])[C:3]([C:18]([F:21])([F:20])[F:19])=[N:4]1. (9) Given the reactants [F:1][C:2]1[CH:7]=[CH:6][C:5]([N:8]2[C:16]3[C:11](=[CH:12][C:13](I)=[CH:14][CH:15]=3)[CH:10]=[N:9]2)=[CH:4][CH:3]=1.[C:18]([OH:26])(=[S:25])[C:19]1[CH:24]=[CH:23][CH:22]=[CH:21][CH:20]=1.CC1C=NC2C(C=1C)=CC=C1C=2N=CC(C)=C1C.C(NC(C)C)(C)C, predict the reaction product. The product is: [C:18](=[O:26])([S:25][C:13]1[CH:12]=[C:11]2[C:16](=[CH:15][CH:14]=1)[N:8]([C:5]1[CH:6]=[CH:7][C:2]([F:1])=[CH:3][CH:4]=1)[N:9]=[CH:10]2)[C:19]1[CH:24]=[CH:23][CH:22]=[CH:21][CH:20]=1.